Dataset: Full USPTO retrosynthesis dataset with 1.9M reactions from patents (1976-2016). Task: Predict the reactants needed to synthesize the given product. (1) Given the product [C:1]([C:5]1[N:6]([C:18]([OH:20])=[O:19])[C:7]2[C:12]([CH:13]=1)=[CH:11][C:10]([Br:14])=[C:9]([Cl:15])[C:8]=2[CH:16]=[O:25])([CH3:4])([CH3:3])[CH3:2], predict the reactants needed to synthesize it. The reactants are: [C:1]([C:5]1[N:6]([C:18]([OH:20])=[O:19])[C:7]2[C:12]([CH:13]=1)=[CH:11][C:10]([Br:14])=[C:9]([Cl:15])[C:8]=2[CH2:16]Br)([CH3:4])([CH3:3])[CH3:2].C[N+]1([O-])CC[O:25]CC1. (2) Given the product [CH3:12][C:9](=[O:11])[CH2:8][CH2:7][CH:6]=[CH:5][CH2:4][CH2:3][CH2:2][CH3:1], predict the reactants needed to synthesize it. The reactants are: [CH3:1][CH2:2][CH2:3][CH2:4][CH2:5][CH:6]1[O:11][C:9](=O)[CH2:8][CH2:7]1.[C:12](O)(=O)C. (3) Given the product [ClH:26].[ClH:26].[ClH:26].[NH2:7][CH:8]1[CH2:13][CH2:12][N:11]([CH2:14][C@@H:15]([N:17]2[CH2:22][CH2:21][C@H:20]([OH:23])[C@@H:19]([CH3:24])[CH2:18]2)[CH3:16])[CH2:10][CH2:9]1, predict the reactants needed to synthesize it. The reactants are: C(OC(=O)[NH:7][CH:8]1[CH2:13][CH2:12][N:11]([CH2:14][C@@H:15]([N:17]2[CH2:22][CH2:21][C@H:20]([OH:23])[C@@H:19]([CH3:24])[CH2:18]2)[CH3:16])[CH2:10][CH2:9]1)(C)(C)C.[ClH:26].O1CCOCC1.Cl.Cl.Cl.CC1CCN(CCN2CCC(N)CC2)CC1. (4) Given the product [Cl:1][C:2]1[CH:10]=[CH:9][C:5]([CH2:6][OH:7])=[C:4]([OH:11])[CH:3]=1, predict the reactants needed to synthesize it. The reactants are: [Cl:1][C:2]1[CH:10]=[CH:9][C:5]([C:6](O)=[O:7])=[C:4]([OH:11])[CH:3]=1.B. (5) Given the product [CH3:1][N:2]1[CH2:3][CH2:4][N:5]([C:8]2[CH:13]=[CH:12][C:11]([NH:5][C:4]3[CH:3]=[N:2][NH:25][CH:27]=3)=[N:10][CH:9]=2)[CH2:6][CH2:7]1, predict the reactants needed to synthesize it. The reactants are: [CH3:1][N:2]1[CH2:7][CH2:6][N:5]([C:8]2[CH:9]=[N:10][C:11](C3C([N+]([O-])=O)=CNN=3)=[CH:12][CH:13]=2)[CH2:4][CH2:3]1.CO.C[N:25]([CH:27]=O)C.